Task: Predict which catalyst facilitates the given reaction.. Dataset: Catalyst prediction with 721,799 reactions and 888 catalyst types from USPTO (1) Reactant: [CH3:1][NH:2][CH2:3][CH2:4][C@H:5]([O:11][C:12]1[CH:13]=[CH:14][CH:15]=[C:16]2[CH:21]=[CH:20][CH:19]=[CH:18][C:17]=12)[C:6]1[S:10][CH:9]=[CH:8][CH:7]=1.[ClH:22]. Product: [CH3:1][NH:2][CH2:3][CH2:4][C@H:5]([O:11][C:12]1[CH:13]=[CH:14][CH:15]=[C:16]2[CH:21]=[CH:20][CH:19]=[CH:18][C:17]=12)[C:6]1[S:10][CH:9]=[CH:8][CH:7]=1.[ClH:22]. The catalyst class is: 13. (2) Reactant: [CH3:1][C:2]1[C:20]([C:21]2[S:22][C:23]([C:32]3[N:36]=[CH:35][NH:34][N:33]=3)=[C:24]([C:26]3[CH:31]=[CH:30][CH:29]=[CH:28][CH:27]=3)[N:25]=2)=[C:5]2[CH:6]=[C:7]([O:10][CH2:11][CH2:12][CH2:13][N:14]3[CH2:19][CH2:18][O:17][CH2:16][CH2:15]3)[CH:8]=[CH:9][N:4]2[N:3]=1.O.[C:38]1([CH3:48])[CH:43]=[CH:42][C:41]([S:44]([OH:47])(=[O:46])=[O:45])=[CH:40][CH:39]=1. Product: [C:38]1([CH3:48])[CH:39]=[CH:40][C:41]([S:44]([OH:47])(=[O:45])=[O:46])=[CH:42][CH:43]=1.[CH3:1][C:2]1[C:20]([C:21]2[S:22][C:23]([C:32]3[N:36]=[CH:35][NH:34][N:33]=3)=[C:24]([C:26]3[CH:31]=[CH:30][CH:29]=[CH:28][CH:27]=3)[N:25]=2)=[C:5]2[CH:6]=[C:7]([O:10][CH2:11][CH2:12][CH2:13][N:14]3[CH2:15][CH2:16][O:17][CH2:18][CH2:19]3)[CH:8]=[CH:9][N:4]2[N:3]=1. The catalyst class is: 14. (3) Reactant: [C:1]([O:5][C:6](=[O:20])[NH:7][CH2:8][CH2:9][N:10]1[C:18]2[C:17](Cl)=[N:16][CH:15]=[N:14][C:13]=2[CH:12]=[CH:11]1)([CH3:4])([CH3:3])[CH3:2].[CH3:21][O:22][CH2:23][CH2:24][O:25][C:26]1[CH:27]=[C:28]([CH:38]=[CH:39][CH:40]=1)[O:29][C:30]1[CH:36]=[CH:35][C:33]([NH2:34])=[CH:32][C:31]=1[CH3:37]. Product: [C:1]([O:5][C:6](=[O:20])[NH:7][CH2:8][CH2:9][N:10]1[C:18]2[C:17]([NH:34][C:33]3[CH:35]=[CH:36][C:30]([O:29][C:28]4[CH:38]=[CH:39][CH:40]=[C:26]([O:25][CH2:24][CH2:23][O:22][CH3:21])[CH:27]=4)=[C:31]([CH3:37])[CH:32]=3)=[N:16][CH:15]=[N:14][C:13]=2[CH:12]=[CH:11]1)([CH3:4])([CH3:3])[CH3:2]. The catalyst class is: 32. (4) Reactant: [Cl:1][C:2]1[CH:7]=[CH:6][C:5]([CH2:8][CH2:9][NH:10][CH2:11][CH2:12][CH2:13][CH2:14][CH2:15][CH2:16][CH3:17])=[CH:4][CH:3]=1.[CH3:18][O:19][C:20]([C:22]1[CH:39]=[CH:38][CH:37]=[CH:36][C:23]=1[O:24][CH2:25][C:26]1[CH:31]=[CH:30][C:29]([CH2:32][C:33]([OH:35])=O)=[CH:28][CH:27]=1)=[O:21].F[B-](F)(F)F.N1(OC(N(C)C)=[N+](C)C)C2C=CC=CC=2N=N1.C(N(C(C)C)C(C)C)C. Product: [Cl:1][C:2]1[CH:3]=[CH:4][C:5]([CH2:8][CH2:9][N:10]([CH2:11][CH2:12][CH2:13][CH2:14][CH2:15][CH2:16][CH3:17])[C:33](=[O:35])[CH2:32][C:29]2[CH:28]=[CH:27][C:26]([CH2:25][O:24][C:23]3[CH:36]=[CH:37][CH:38]=[CH:39][C:22]=3[C:20]([O:19][CH3:18])=[O:21])=[CH:31][CH:30]=2)=[CH:6][CH:7]=1. The catalyst class is: 31. (5) Reactant: [NH2:1][C:2]1[C:7]([N+:8]([O-:10])=[O:9])=[CH:6][C:5]([CH2:11][CH:12]2[CH2:17][CH2:16][CH2:15][CH2:14][CH2:13]2)=[CH:4][N:3]=1. Product: [NH2:1][C:2]1[C:7]([N+:8]([O-:10])=[O:9])=[CH:6][C:5]([CH2:11][CH:12]2[CH2:13][CH2:14][CH2:15][CH2:16][CH2:17]2)=[CH:4][N:3]=1.[NH2:1][C:2]1[C:7]([NH2:8])=[CH:6][C:5]([CH2:11][CH:12]2[CH2:13][CH2:14][CH2:15][CH2:16][CH2:17]2)=[CH:4][N:3]=1. The catalyst class is: 98. (6) Reactant: [CH3:1][C:2]1[C:6]2[CH:7]=[C:8]([C:11]([F:14])([F:13])[F:12])[CH:9]=[CH:10][C:5]=2[S:4][C:3]=1[CH:15]([CH2:22][CH2:23][CH2:24][CH3:25])[CH2:16][C:17](OCC)=[O:18].[H-].C([Al+]CC(C)C)C(C)C.O. Product: [CH3:1][C:2]1[C:6]2[CH:7]=[C:8]([C:11]([F:14])([F:12])[F:13])[CH:9]=[CH:10][C:5]=2[S:4][C:3]=1[CH:15]([CH2:22][CH2:23][CH2:24][CH3:25])[CH2:16][CH2:17][OH:18]. The catalyst class is: 182. (7) Reactant: C1(S([N:10]2[C:14]3=[N:15][CH:16]=[C:17]([F:19])[CH:18]=[C:13]3[CH:12]=[C:11]2[C:20]([C:27]2[CH:32]=[CH:31][C:30]([S:33]([CH2:36][CH2:37][O:38][CH3:39])(=[O:35])=[O:34])=[CH:29][CH:28]=2)=[CH:21][CH:22]2[CH2:26][CH2:25][CH2:24][CH2:23]2)(=O)=O)C=CC=CC=1.[OH-].[Na+].[CH2:42](O)C. Product: [CH:22]1([CH:21]=[C:20]([C:11]2[NH:10][C:14]3=[N:15][CH:16]=[C:17]([F:19])[CH:18]=[C:13]3[CH:12]=2)[C:27]2[CH:28]=[CH:29][C:30]([S:33]([CH2:36][CH2:37][O:38][CH2:39][CH3:42])(=[O:34])=[O:35])=[CH:31][CH:32]=2)[CH2:26][CH2:25][CH2:24][CH2:23]1. The catalyst class is: 217.